This data is from Reaction yield outcomes from USPTO patents with 853,638 reactions. The task is: Predict the reaction yield, written as a fraction of the theoretical maximum amount of product (1.0 means a 100% yield; for example, 0.34 means a 34% yield). (1) The reactants are [NH2:1][C:2]1[CH:3]=[CH:4][N:5]([CH3:27])[C:6]2[C:7]=1[CH:8]=[CH:9][C:10]1[N:19]([C:20]3[CH:25]=[CH:24][C:23]([F:26])=[CH:22][CH:21]=3)[CH2:18][CH:17]=[C:12]3[NH:13][C:14](=[O:16])[C:15]=2[C:11]=13.C(N(CC)C(C)C)(C)C.CN(C(ON1N=NC2C=CC=NC1=2)=[N+](C)C)C.F[P-](F)(F)(F)(F)F.[F:61][C:62]1[CH:63]=[CH:64][C:65]([O:72][CH3:73])=[C:66]([CH2:68][C:69](O)=[O:70])[CH:67]=1. The catalyst is CN(C)C(=O)C. The product is [F:61][C:62]1[CH:63]=[CH:64][C:65]([O:72][CH3:73])=[C:66]([CH2:68][C:69]([NH:1][C:2]2[CH:3]=[CH:4][N:5]([CH3:27])[C:6]3[C:7]=2[CH:8]=[CH:9][C:10]2[N:19]([C:20]4[CH:21]=[CH:22][C:23]([F:26])=[CH:24][CH:25]=4)[CH2:18][CH:17]=[C:12]4[NH:13][C:14](=[O:16])[C:15]=3[C:11]=24)=[O:70])[CH:67]=1. The yield is 0.910. (2) The reactants are Cl.[Cl:2][CH2:3][CH2:4][NH:5][CH2:6][CH2:7][Cl:8].[C:9](O[C:9]([O:11][C:12]([CH3:15])([CH3:14])[CH3:13])=[O:10])([O:11][C:12]([CH3:15])([CH3:14])[CH3:13])=[O:10].C(N(CC)CC)C.O. The catalyst is ClCCl. The product is [C:12]([O:11][C:9]([N:5]([CH2:6][CH2:7][Cl:8])[CH2:4][CH2:3][Cl:2])=[O:10])([CH3:15])([CH3:14])[CH3:13]. The yield is 1.00. (3) The reactants are [OH:1][C:2]1[CH:3]=[C:4]([C:8]2[CH:9]=[CH:10][C:11]3[N:17]4[CH2:18][C@H:14]([CH2:15][CH2:16]4)[N:13]([C:19]([NH:21][C:22]4[CH:27]=[CH:26][CH:25]=[CH:24][N:23]=4)=[O:20])[C:12]=3[N:28]=2)[CH:5]=[CH:6][CH:7]=1.[H-].[Na+].Cl[CH2:32][C@@H:33]1[CH2:37][O:36]C(C)(C)[O:34]1. The catalyst is CN(C=O)C.CCOC(C)=O. The product is [OH:34][C@@H:33]([CH2:37][OH:36])[CH2:32][O:1][C:2]1[CH:3]=[C:4]([C:8]2[CH:9]=[CH:10][C:11]3[N:17]4[CH2:18][C@H:14]([CH2:15][CH2:16]4)[N:13]([C:19]([NH:21][C:22]4[CH:27]=[CH:26][CH:25]=[CH:24][N:23]=4)=[O:20])[C:12]=3[N:28]=2)[CH:5]=[CH:6][CH:7]=1. The yield is 0.330. (4) The reactants are [F:1][C:2]([F:24])([F:23])[C:3]1[CH:4]=[C:5]([C:13]2[N:14](/[CH:18]=[CH:19]\[C:20](O)=[O:21])[CH:15]=[CH:16][CH:17]=2)[CH:6]=[C:7]([C:9]([F:12])([F:11])[F:10])[CH:8]=1.Cl.[F:26][C:27]1([F:31])[CH2:30][NH:29][CH2:28]1.C(P1(=O)OP(CCC)(=O)OP(CCC)(=O)O1)CC.CCN(C(C)C)C(C)C. The catalyst is C(Cl)Cl. The product is [F:11][C:9]([F:12])([F:10])[C:7]1[CH:6]=[C:5]([C:13]2[N:14](/[CH:18]=[CH:19]\[C:20]([N:29]3[CH2:30][C:27]([F:31])([F:26])[CH2:28]3)=[O:21])[CH:15]=[CH:16][CH:17]=2)[CH:4]=[C:3]([C:2]([F:23])([F:1])[F:24])[CH:8]=1. The yield is 0.0660. (5) The reactants are OO.[N:3]1([CH2:9][CH2:10][NH:11][C:12]2[N:13]=[N+:14]([O-:25])[C:15]3[CH:24]=[C:23]4[C:19]([CH2:20][CH2:21][CH2:22]4)=[CH:18][C:16]=3[N:17]=2)[CH2:8][CH2:7][CH2:6][CH2:5][CH2:4]1.C(O)(C(F)(F)F)=[O:27]. The catalyst is C(Cl)Cl.N. The product is [N:3]1([CH2:9][CH2:10][NH:11][C:12]2[N:13]=[N+:14]([O-:25])[C:15]3[CH:24]=[C:23]4[C:19]([CH2:20][CH2:21][CH2:22]4)=[CH:18][C:16]=3[N+:17]=2[O-:27])[CH2:8][CH2:7][CH2:6][CH2:5][CH2:4]1. The yield is 0.570. (6) The reactants are [N:1]([CH2:4][CH2:5][N:6]1[C:14](=[O:15])[C:13]2[C:8](=[CH:9][CH:10]=[CH:11][CH:12]=2)[C:7]1=[O:16])=[N+:2]=[N-:3].[CH2:17]([OH:20])[C:18]#[CH:19]. The catalyst is C1(C)C=CC=CC=1. The product is [OH:20][CH2:17][C:18]1[N:1]([CH2:4][CH2:5][N:6]2[C:7](=[O:16])[C:8]3[C:13](=[CH:12][CH:11]=[CH:10][CH:9]=3)[C:14]2=[O:15])[N:2]=[N:3][CH:19]=1. The yield is 0.310.